Dataset: Reaction yield outcomes from USPTO patents with 853,638 reactions. Task: Predict the reaction yield, written as a fraction of the theoretical maximum amount of product (1.0 means a 100% yield; for example, 0.34 means a 34% yield). (1) The reactants are [H-].[Na+].[CH3:3][O:4][C:5](=[O:15])[CH2:6][CH2:7][CH2:8][CH2:9][CH2:10][CH2:11][C:12]([OH:14])=O.[F:16][C:17]([F:28])([F:27])C(OC(=O)[C:17]([F:28])([F:27])[F:16])=O.N1C=CC=CC=1. The catalyst is ClCCl. The product is [F:16][C:17]([F:28])([F:27])[C:12](=[O:14])[CH2:11][CH2:10][CH2:9][CH2:8][CH2:7][CH2:6][C:5]([O:4][CH3:3])=[O:15]. The yield is 0.410. (2) The reactants are Br[C:2]1[CH:3]=[CH:4][C:5]([C:8]([F:11])([F:10])[F:9])=[N:6][CH:7]=1.[Br:12][C:13]1[CH:14]=[C:15]2[C:19](=[CH:20][CH:21]=1)[NH:18][CH:17]=[CH:16]2.C(=O)([O-])[O-].[Cs+].[Cs+]. The catalyst is CN(C=O)C. The product is [Br:12][C:13]1[CH:14]=[C:15]2[C:19](=[CH:20][CH:21]=1)[N:18]([C:2]1[CH:7]=[N:6][C:5]([C:8]([F:11])([F:10])[F:9])=[CH:4][CH:3]=1)[CH:17]=[CH:16]2. The yield is 0.421.